This data is from Catalyst prediction with 721,799 reactions and 888 catalyst types from USPTO. The task is: Predict which catalyst facilitates the given reaction. (1) Reactant: [Cl:1][C:2]1[CH:7]=[CH:6][C:5]([S:8]([N:11]([C:15]2[C:16]([C:22](=[O:32])[C:23]3[CH:28]=[CH:27][CH:26]=[CH:25][C:24]=3[O:29][CH2:30][CH3:31])=[N:17][CH:18]=[C:19]([Cl:21])[CH:20]=2)COC)(=[O:10])=[O:9])=[CH:4][C:3]=1[C:33]([F:36])([F:35])[F:34].Cl. Product: [Cl:1][C:2]1[CH:7]=[CH:6][C:5]([S:8]([NH:11][C:15]2[C:16]([C:22](=[O:32])[C:23]3[CH:28]=[CH:27][CH:26]=[CH:25][C:24]=3[O:29][CH2:30][CH3:31])=[N:17][CH:18]=[C:19]([Cl:21])[CH:20]=2)(=[O:10])=[O:9])=[CH:4][C:3]=1[C:33]([F:34])([F:36])[F:35]. The catalyst class is: 38. (2) Reactant: [NH2:1][C:2]1[C:10]2[C:9]([C:11]3[CH:16]=[CH:15][C:14]([Cl:17])=[C:13]([Cl:18])[CH:12]=3)=[N:8][C:7](S(C)=O)=[N:6][C:5]=2[S:4][C:3]=1[C:22]([NH2:24])=[O:23].[NH2:25][CH2:26][C@H:27]([OH:29])[CH3:28]. Product: [OH:29][C@H:27]([CH3:28])[CH2:26][NH:25][C:7]1[N:8]=[C:9]([C:11]2[CH:16]=[CH:15][C:14]([Cl:17])=[C:13]([Cl:18])[CH:12]=2)[C:10]2[C:2]([NH2:1])=[C:3]([C:22]([NH2:24])=[O:23])[S:4][C:5]=2[N:6]=1. The catalyst class is: 16. (3) Reactant: [S:1]1[C:5]2[C:6](=[O:9])[NH:7][CH2:8][C:4]=2[CH:3]=[CH:2]1.C1C(=O)N([Br:17])C(=O)C1. Product: [Br:17][C:2]1[S:1][C:5]2[C:6](=[O:9])[NH:7][CH2:8][C:4]=2[CH:3]=1. The catalyst class is: 10. (4) Reactant: [Cl:1][C:2]1[CH:7]=[C:6]([NH2:8])[C:5](/[CH:9]=[CH:10]/OCC)=[CH:4][N:3]=1.Cl. Product: [Cl:1][C:2]1[N:3]=[CH:4][C:5]2[CH:9]=[CH:10][NH:8][C:6]=2[CH:7]=1. The catalyst class is: 5. (5) The catalyst class is: 7. Product: [C:1]([N:4]([C@H:6]1[CH2:11][CH2:10][C@H:9]([C:12]([NH:14][C:15]2[C:19]3[CH:20]=[C:21]([CH2:24][CH2:25][OH:26])[CH:22]=[CH:23][C:18]=3[O:17][C:16]=2[C:29]([NH:31][C:32]2[CH:37]=[CH:36][C:35]([Cl:38])=[CH:34][N:33]=2)=[O:30])=[O:13])[CH2:8][CH2:7]1)[CH3:5])(=[O:3])[CH3:2]. Reactant: [C:1]([N:4]([C@H:6]1[CH2:11][CH2:10][C@H:9]([C:12]([NH:14][C:15]2[C:19]3[CH:20]=[C:21]([CH2:24][C:25](OC)=[O:26])[CH:22]=[CH:23][C:18]=3[O:17][C:16]=2[C:29]([NH:31][C:32]2[CH:37]=[CH:36][C:35]([Cl:38])=[CH:34][N:33]=2)=[O:30])=[O:13])[CH2:8][CH2:7]1)[CH3:5])(=[O:3])[CH3:2].[BH4-].[Li+].Cl.C(=O)([O-])O.[Na+]. (6) Reactant: S(=O)(=O)(O)O.[C:6]1([C:12]#[C:13][C:14]2[CH:15]=[CH:16][C:17](=[O:20])[NH:18][N:19]=2)[CH:11]=[CH:10][CH:9]=[CH:8][CH:7]=1.C(=O)([O-])[O-:22].[Na+].[Na+]. Product: [O:22]=[C:12]([C:6]1[CH:7]=[CH:8][CH:9]=[CH:10][CH:11]=1)[CH2:13][C:14]1[CH:15]=[CH:16][C:17](=[O:20])[NH:18][N:19]=1. The catalyst class is: 15. (7) Reactant: [F:1][C:2]1[CH:7]=[CH:6][C:5]([C:8]2[O:9][C:10]3[CH:20]=[C:19]([N:21]([CH3:26])[S:22]([CH3:25])(=[O:24])=[O:23])[C:18](C4C=CC=C(B5OC(C)(C)C(C)(C)O5)C=4)=[CH:17][C:11]=3[C:12]=2[C:13]([NH:15][CH3:16])=[O:14])=[CH:4][CH:3]=1.Br[C:43]1[CH:52]=[N:51][C:50]2[O:49][CH2:48][N:47]([CH2:53][C:54]3[CH:59]=[CH:58][C:57]([F:60])=[CH:56][CH:55]=3)[C:46](=[O:61])[C:45]=2[CH:44]=1.[O-]P([O-])([O-])=O.[K+].[K+].[K+]. Product: [F:60][C:57]1[CH:58]=[CH:59][C:54]([CH2:53][N:47]2[C:46](=[O:61])[C:45]3[CH:44]=[C:43]([C:18]4[C:19]([N:21]([CH3:26])[S:22]([CH3:25])(=[O:24])=[O:23])=[CH:20][C:10]5[O:9][C:8]([C:5]6[CH:6]=[CH:7][C:2]([F:1])=[CH:3][CH:4]=6)=[C:12]([C:13]([NH:15][CH3:16])=[O:14])[C:11]=5[CH:17]=4)[CH:52]=[N:51][C:50]=3[O:49][CH2:48]2)=[CH:55][CH:56]=1. The catalyst class is: 151. (8) Reactant: [N:1]12[CH2:8][CH2:7][CH:4]([CH2:5][CH2:6]1)[CH:3]([NH:9][C:10]([C:12]1[CH:13]=[CH:14][CH:15]=[C:16]3[O:20][C:19]([C:21]4[CH:29]=[CH:28][C:24]5=[CH:25][O:26][CH:27]=[C:23]5[CH:22]=4)=[N:18][C:17]=13)=[O:11])[CH2:2]2.[H][H]. Product: [N:1]12[CH2:8][CH2:7][CH:4]([CH2:5][CH2:6]1)[CH:3]([NH:9][C:10]([C:12]1[CH:13]=[CH:14][CH:15]=[C:16]3[O:20][C:19]([C:21]4[CH:22]=[CH:23][C:27]5[O:26][CH2:25][CH2:24][C:28]=5[CH:29]=4)=[N:18][C:17]=13)=[O:11])[CH2:2]2. The catalyst class is: 43. (9) Reactant: Br[Zn][C:3]1[CH:8]=[CH:7][CH:6]=[CH:5][N:4]=1.Br[C:10]1[S:11][C:12]([C:15]([O:17][CH2:18][CH3:19])=[O:16])=[CH:13][N:14]=1. Product: [N:4]1[CH:5]=[CH:6][CH:7]=[CH:8][C:3]=1[C:10]1[S:11][C:12]([C:15]([O:17][CH2:18][CH3:19])=[O:16])=[CH:13][N:14]=1. The catalyst class is: 70.